From a dataset of Forward reaction prediction with 1.9M reactions from USPTO patents (1976-2016). Predict the product of the given reaction. (1) The product is: [CH3:32][O:33][C:34]1[CH:39]=[CH:38][CH:37]=[CH:36][C:35]=1[C:2]1[CH:22]=[CH:21][C:5]2[N:6]([CH3:20])[C:7](=[O:19])[CH2:8][N:9]=[C:10]([C:11]3[CH:12]=[C:13]([CH:16]=[CH:17][CH:18]=3)[C:14]#[N:15])[C:4]=2[CH:3]=1. Given the reactants Br[C:2]1[CH:22]=[CH:21][C:5]2[N:6]([CH3:20])[C:7](=[O:19])[CH2:8][N:9]=[C:10]([C:11]3[CH:12]=[C:13]([CH:16]=[CH:17][CH:18]=3)[C:14]#[N:15])[C:4]=2[CH:3]=1.C1(B(O)O)C=CC=CC=1.[CH3:32][O:33][C:34]1[CH:39]=[CH:38][CH:37]=[CH:36][C:35]=1B(O)O, predict the reaction product. (2) Given the reactants [OH:1][C:2]1[CH:9]=[CH:8][C:5]([CH:6]=O)=[CH:4][CH:3]=1.[CH2:10]([C:13]1[CH:18]=[CH:17][CH:16]=[CH:15][C:14]=1[OH:19])[CH:11]=[CH2:12].CS(O)(=O)=O.[C:25](=[O:28])([O-])O.[Na+], predict the reaction product. The product is: [OH:1][C:2]1[CH:9]=[CH:8][C:5]([CH:6]([C:17]2[CH:16]=[CH:15][C:14]([OH:19])=[C:13]([CH2:10][CH:11]=[CH2:12])[CH:18]=2)[C:10]2[CH:13]=[CH:14][C:25]([OH:28])=[CH:12][CH:11]=2)=[CH:4][C:3]=1[CH2:17][CH:16]=[CH2:15]. (3) Given the reactants Br[C:2]1[CH:7]=[C:6]([O:8][CH3:9])[C:5]([N+:10]([O-:12])=[O:11])=[CH:4][C:3]=1[Cl:13].[CH2:14](N(CC)CC)[CH3:15].O, predict the reaction product. The product is: [Cl:13][C:3]1[CH:4]=[C:5]([N+:10]([O-:12])=[O:11])[C:6]([O:8][CH3:9])=[CH:7][C:2]=1[CH:14]=[CH2:15]. (4) Given the reactants C(O[C:6]([C:8]1[N:9]=[C:10]([C:32]#[N:33])[C:11]2[C:16]([C:17]=1[OH:18])=[CH:15][CH:14]=[C:13]([O:19][C:20]1[CH:21]=[CH:22][C:23]3[O:27][C:26]([N:28]([CH3:30])[CH3:29])=[N:25][C:24]=3[CH:31]=1)[CH:12]=2)=[O:7])CCC.[NH2:34][CH2:35][C:36]([OH:38])=[O:37].C[O-].[Na+].CO, predict the reaction product. The product is: [C:32]([C:10]1[C:11]2[C:16](=[CH:15][CH:14]=[C:13]([O:19][C:20]3[CH:21]=[CH:22][C:23]4[O:27][C:26]([N:28]([CH3:30])[CH3:29])=[N:25][C:24]=4[CH:31]=3)[CH:12]=2)[C:17]([OH:18])=[C:8]([C:6]([NH:34][CH2:35][C:36]([OH:38])=[O:37])=[O:7])[N:9]=1)#[N:33]. (5) Given the reactants [Cl:1][C:2]1[CH:29]=[CH:28][C:5]([C:6]([NH:8][NH:9][C:10](=O)[C@H:11]([NH:16][C:17]2[CH:22]=[CH:21][C:20]([C:23]#[N:24])=[C:19]([Cl:25])[C:18]=2[CH3:26])[C:12]([OH:15])([CH3:14])[CH3:13])=[O:7])=[CH:4][CH:3]=1.CCN(P1(N(C)CCCN1C)=NC(C)(C)C)CC, predict the reaction product. The product is: [Cl:25][C:19]1[C:18]([CH3:26])=[C:17]([NH:16][C@@H:11]([C:10]2[O:7][C:6]([C:5]3[CH:28]=[CH:29][C:2]([Cl:1])=[CH:3][CH:4]=3)=[N:8][N:9]=2)[C:12]([OH:15])([CH3:14])[CH3:13])[CH:22]=[CH:21][C:20]=1[C:23]#[N:24].